This data is from Reaction yield outcomes from USPTO patents with 853,638 reactions. The task is: Predict the reaction yield, written as a fraction of the theoretical maximum amount of product (1.0 means a 100% yield; for example, 0.34 means a 34% yield). (1) The reactants are Cl[C:2]1[C:11]2[C:6](=[CH:7][N:8]=[C:9](F)[CH:10]=2)[N:5]=[CH:4][C:3]=1[C:13]#[N:14].[F:15][C:16]([F:26])([F:25])[O:17][C:18]1[CH:24]=[CH:23][C:21]([NH2:22])=[CH:20][CH:19]=1.[NH2:27][CH2:28][C:29]1[CH:30]=[N:31][CH:32]=[CH:33][CH:34]=1. No catalyst specified. The product is [N:31]1[CH:32]=[CH:33][CH:34]=[C:29]([CH2:28][NH:27][C:9]2[CH:10]=[C:11]3[C:6](=[CH:7][N:8]=2)[N:5]=[CH:4][C:3]([C:13]#[N:14])=[C:2]3[NH:22][C:21]2[CH:23]=[CH:24][C:18]([O:17][C:16]([F:25])([F:26])[F:15])=[CH:19][CH:20]=2)[CH:30]=1. The yield is 0.0380. (2) The yield is 0.870. No catalyst specified. The reactants are [Br:1][C:2]1[CH:3]=[C:4]([CH:10]=[CH:11][CH:12]=1)[C:5]([O:7]CC)=O.[Cl:13][C:14]1[N:19]=[C:18]([CH3:20])[CH:17]=[CH:16][CH:15]=1. The product is [Br:1][C:2]1[CH:3]=[C:4]([C:5](=[O:7])[CH2:20][C:18]2[CH:17]=[CH:16][CH:15]=[C:14]([Cl:13])[N:19]=2)[CH:10]=[CH:11][CH:12]=1. (3) The catalyst is CN(C)C1C=CN=CC=1.ClCCl. The product is [C:1]([CH2:44][NH:43][CH2:42][C:38]1[CH:37]=[C:36]([C:23]2[CH:24]=[CH:25][C:26](/[CH:28]=[C:29](\[CH3:35])/[C:30]([O:32][CH2:33][CH3:34])=[O:31])=[CH:27][C:22]=2[O:21][CH2:17][CH2:18][CH2:19][CH3:20])[CH:41]=[CH:40][CH:39]=1)(=[O:8])[C:2]1[CH:7]=[CH:6][CH:5]=[CH:4][CH:3]=1. The yield is 0.910. The reactants are [C:1](Cl)(=[O:8])[C:2]1[CH:7]=[CH:6][CH:5]=[CH:4][CH:3]=1.FC(F)(F)C(O)=O.[CH2:17]([O:21][C:22]1[CH:27]=[C:26](/[CH:28]=[C:29](\[CH3:35])/[C:30]([O:32][CH2:33][CH3:34])=[O:31])[CH:25]=[CH:24][C:23]=1[C:36]1[CH:41]=[CH:40][CH:39]=[C:38]([CH2:42][NH:43][CH3:44])[CH:37]=1)[CH2:18][CH2:19][CH3:20].C(N(CC)CC)C.Cl. (4) The reactants are [I:1][C:2]1[N:3]=[CH:4][N:5]([CH2:8][O:9][CH2:10][CH2:11][Si:12]([CH3:15])([CH3:14])[CH3:13])[C:6]=1I.C([Li])CCC.CN([CH:24]=[O:25])C.[NH4+].[Cl-]. The catalyst is C1COCC1. The product is [I:1][C:2]1[N:3]=[C:4]([CH:24]=[O:25])[N:5]([CH2:8][O:9][CH2:10][CH2:11][Si:12]([CH3:15])([CH3:14])[CH3:13])[CH:6]=1. The yield is 0.750. (5) The reactants are [CH:1]([C:3]1[O:7][C:6]([C:8]2[CH:16]=[CH:15][C:11]([C:12]([OH:14])=[O:13])=[CH:10][CH:9]=2)=[CH:5][CH:4]=1)=O.[CH3:17][C:18]1[CH:31]=[CH:30][C:21]([CH2:22][N:23]2[C:27](=[O:28])[CH2:26][S:25][C:24]2=[S:29])=[CH:20][CH:19]=1. The catalyst is N1CCCCC1.C(O)C. The product is [CH3:17][C:18]1[CH:19]=[CH:20][C:21]([CH2:22][N:23]2[C:27](=[O:28])[C:26](=[CH:1][C:3]3[O:7][C:6]([C:8]4[CH:9]=[CH:10][C:11]([C:12]([OH:14])=[O:13])=[CH:15][CH:16]=4)=[CH:5][CH:4]=3)[S:25][C:24]2=[S:29])=[CH:30][CH:31]=1. The yield is 0.570. (6) The reactants are Cl[C:2]1[CH:3]=[CH:4][C:5]2[O:14][CH2:13][CH2:12][C:11]3[CH:10]=[C:9]([C:15]4[N:16]([C:20]5[CH:25]=[CH:24][C:23]([F:26])=[CH:22][C:21]=5[F:27])[N:17]=[CH:18][N:19]=4)[S:8][C:7]=3[C:6]=2[N:28]=1.[CH3:29][O:30][C:31]1[C:36](B2OC(C)(C)C(C)(C)O2)=[CH:35][CH:34]=[CH:33][N:32]=1.C([O-])([O-])=O.[Cs+].[Cs+]. The catalyst is C1C=CC(P(C2C=CC=CC=2)[C-]2C=CC=C2)=CC=1.C1C=CC(P(C2C=CC=CC=2)[C-]2C=CC=C2)=CC=1.Cl[Pd]Cl.[Fe+2].CC#N.O. The product is [F:27][C:21]1[CH:22]=[C:23]([F:26])[CH:24]=[CH:25][C:20]=1[N:16]1[C:15]([C:9]2[S:8][C:7]3[C:6]4[N:28]=[C:2]([C:36]5[C:31]([O:30][CH3:29])=[N:32][CH:33]=[CH:34][CH:35]=5)[CH:3]=[CH:4][C:5]=4[O:14][CH2:13][CH2:12][C:11]=3[CH:10]=2)=[N:19][CH:18]=[N:17]1. The yield is 0.460.